The task is: Predict the reaction yield, written as a fraction of the theoretical maximum amount of product (1.0 means a 100% yield; for example, 0.34 means a 34% yield).. This data is from Reaction yield outcomes from USPTO patents with 853,638 reactions. (1) The reactants are Cl[C:2]1[C:7]([CH:8]([CH2:13][CH2:14][CH3:15])[C:9]([O:11][CH3:12])=[O:10])=[C:6]([CH3:16])[N:5]=[C:4]([C:17]2[CH:22]=[CH:21][CH:20]=[CH:19][CH:18]=2)[N:3]=1.C(N(CC)C(C)C)(C)C.[CH:32]([C:35]1[CH:40]=[CH:39][C:38](B(O)O)=[CH:37][CH:36]=1)([CH3:34])[CH3:33]. The catalyst is COCCOC.O.C1C=CC([P]([Pd]([P](C2C=CC=CC=2)(C2C=CC=CC=2)C2C=CC=CC=2)([P](C2C=CC=CC=2)(C2C=CC=CC=2)C2C=CC=CC=2)[P](C2C=CC=CC=2)(C2C=CC=CC=2)C2C=CC=CC=2)(C2C=CC=CC=2)C2C=CC=CC=2)=CC=1. The product is [CH:32]([C:35]1[CH:40]=[CH:39][C:38]([C:2]2[C:7]([CH:8]([CH2:13][CH2:14][CH3:15])[C:9]([O:11][CH3:12])=[O:10])=[C:6]([CH3:16])[N:5]=[C:4]([C:17]3[CH:22]=[CH:21][CH:20]=[CH:19][CH:18]=3)[N:3]=2)=[CH:37][CH:36]=1)([CH3:34])[CH3:33]. The yield is 0.730. (2) The yield is 0.909. The catalyst is CN(C)C=O.ClCCl.O. The product is [CH2:1]([O:3][C:4]([C:6]1[C:10]([CH3:11])=[CH:9][NH:8][C:7]=1[CH2:12][C:13](=[O:15])[NH:20][CH2:19][CH2:18][N:17]([CH3:21])[CH3:16])=[O:5])[CH3:2]. The reactants are [CH2:1]([O:3][C:4]([C:6]1[C:10]([CH3:11])=[CH:9][NH:8][C:7]=1[CH2:12][C:13]([OH:15])=O)=[O:5])[CH3:2].[CH3:16][N:17]([CH3:21])[CH2:18][CH2:19][NH2:20].Cl.C(N=C=NCCCN(C)C)C.ON1C2C=CC=CC=2N=N1. (3) The reactants are I[C:2]1[C:10]2[C:5](=[CH:6][C:7]([C@H:11]3[C@@:13]4([C:21]5[C:16](=[CH:17][CH:18]=[CH:19][CH:20]=5)[NH:15][C:14]4=[O:22])[CH2:12]3)=[CH:8][CH:9]=2)[NH:4][N:3]=1.CC1(C)C(C)(C)OB([C:31]2[CH:32]=[C:33]([S:37]([NH2:40])(=[O:39])=[O:38])[CH:34]=[CH:35][CH:36]=2)O1.C([O-])([O-])=O.[Na+].[Na+]. The catalyst is COCCOC.Cl[Pd](Cl)([P](C1C=CC=CC=1)(C1C=CC=CC=1)C1C=CC=CC=1)[P](C1C=CC=CC=1)(C1C=CC=CC=1)C1C=CC=CC=1. The product is [O:22]=[C:14]1[C@@:13]2([CH2:12][C@H:11]2[C:7]2[CH:6]=[C:5]3[C:10]([C:2]([C:31]4[CH:32]=[C:33]([S:37]([NH2:40])(=[O:39])=[O:38])[CH:34]=[CH:35][CH:36]=4)=[N:3][NH:4]3)=[CH:9][CH:8]=2)[C:21]2[C:16](=[CH:17][CH:18]=[CH:19][CH:20]=2)[NH:15]1. The yield is 0.0800. (4) The reactants are [S:1]1[CH:5]=[CH:4][C:3](B(O)O)=[CH:2]1.Cl[C:10]1[N:11]=[N:12][C:13]([O:16][CH3:17])=[CH:14][CH:15]=1.[OH-].[K+]. The catalyst is [Pd].CCO. The product is [CH3:17][O:16][C:13]1[N:12]=[N:11][C:10]([C:3]2[CH:4]=[CH:5][S:1][CH:2]=2)=[CH:15][CH:14]=1. The yield is 0.840. (5) The reactants are [F:1][C:2]1[CH:9]=[C:8]([C:10]2[CH:11]=[N:12][CH:13]=[C:14]([CH:16]=O)[CH:15]=2)[CH:7]=[CH:6][C:3]=1[C:4]#[N:5].[CH2:18]([S:20]([NH2:23])(=[O:22])=[O:21])[CH3:19].[NH4+].[Cl-].[C:26]1([CH3:32])C=CC=C[CH:27]=1. The catalyst is C(OCC)(=O)C.[Cl-].[Na+].O.CC(C)[O-].[Ti+4].CC(C)[O-].CC(C)[O-].CC(C)[O-]. The product is [C:4]([C:3]1[CH:6]=[CH:7][C:8]([C:10]2[CH:15]=[C:14]([CH:16]([CH:32]3[CH2:26][CH2:27]3)[NH:23][S:20]([CH2:18][CH3:19])(=[O:22])=[O:21])[CH:13]=[N:12][CH:11]=2)=[CH:9][C:2]=1[F:1])#[N:5]. The yield is 0.300. (6) The reactants are [C:1]([O:5][C:6]([NH:8][C:9]1([C:12]([OH:14])=O)[CH2:11][CH2:10]1)=[O:7])([CH3:4])([CH3:3])[CH3:2].FC1C(O)=C(F)C(F)=C(F)C=1F.CCN=C=NCCCN(C)C.Cl.[Li+].CC([N-]C(C)C)C.[CH3:47][O:48][C:49](=[O:51])[CH3:50]. The catalyst is C(Cl)Cl.CN(C1C=CN=CC=1)C.C1COCC1. The product is [CH3:47][O:48][C:49](=[O:51])[CH2:50][C:12]([C:9]1([NH:8][C:6]([O:5][C:1]([CH3:2])([CH3:3])[CH3:4])=[O:7])[CH2:10][CH2:11]1)=[O:14]. The yield is 0.400. (7) The reactants are [N:1]1[CH:6]=[CH:5][CH:4]=[CH:3][C:2]=1[CH2:7][CH2:8][CH:9]=[O:10].C[Si](C)(C)[C:13]([F:16])([F:15])[F:14]. The catalyst is C1COCC1.[F-].C([N+](CCCC)(CCCC)CCCC)CCC. The product is [F:14][C:13]([F:16])([F:15])[CH:9]([OH:10])[CH2:8][CH2:7][C:2]1[CH:3]=[CH:4][CH:5]=[CH:6][N:1]=1. The yield is 0.610.